This data is from Forward reaction prediction with 1.9M reactions from USPTO patents (1976-2016). The task is: Predict the product of the given reaction. (1) Given the reactants Br[CH2:2][CH2:3][CH2:4][CH2:5][CH2:6][CH:7]1[O:11][CH2:10][CH2:9][O:8]1.[OH:12][C:13]1[CH:20]=[CH:19][C:16]([CH:17]=[O:18])=[CH:15][CH:14]=1.C(=O)([O-])[O-].[K+].[K+], predict the reaction product. The product is: [O:8]1[CH2:9][CH2:10][O:11][CH:7]1[CH2:6][CH2:5][CH2:4][CH2:3][CH2:2][O:12][C:13]1[CH:20]=[CH:19][C:16]([CH:17]=[O:18])=[CH:15][CH:14]=1. (2) Given the reactants C([Si](C)(C)[O:6][C:7]1[CH:12]=[CH:11][C:10]([S:13]([C:16]2[CH:21]=[CH:20][C:19]([C@@H:22]3[CH2:26][CH2:25][N:24]([CH3:27])[CH2:23]3)=[CH:18][CH:17]=2)(=[O:15])=[O:14])=[CH:9][CH:8]=1)(C)(C)C, predict the reaction product. The product is: [CH3:27][N:24]1[CH2:25][CH2:26][C@@H:22]([C:19]2[CH:18]=[CH:17][C:16]([S:13]([C:10]3[CH:11]=[CH:12][C:7]([OH:6])=[CH:8][CH:9]=3)(=[O:15])=[O:14])=[CH:21][CH:20]=2)[CH2:23]1.